Dataset: Reaction yield outcomes from USPTO patents with 853,638 reactions. Task: Predict the reaction yield, written as a fraction of the theoretical maximum amount of product (1.0 means a 100% yield; for example, 0.34 means a 34% yield). (1) The reactants are [CH2:1]([C:3]1[CH:8]=[CH:7][C:6]([O:9][C:10]2[CH:15]=[CH:14][CH:13]=[CH:12][C:11]=2[N+:16]([O-])=O)=[C:5]([O:19][CH3:20])[CH:4]=1)[CH3:2].C1COCC1. The catalyst is C(O)C. The product is [CH2:1]([C:3]1[CH:8]=[CH:7][C:6]([O:9][C:10]2[CH:15]=[CH:14][CH:13]=[CH:12][C:11]=2[NH2:16])=[C:5]([O:19][CH3:20])[CH:4]=1)[CH3:2]. The yield is 1.00. (2) The reactants are Cl.[Cl:2][C:3]1[C:23]([CH2:24][N:25]2[CH2:29][CH2:28][CH2:27][CH2:26]2)=[C:22]([Cl:30])[CH:21]=[CH:20][C:4]=1[O:5][C@H:6]1[CH2:9][C@H:8]([CH2:10][N:11](C)[C:12](=O)OC(C)(C)C)[CH2:7]1. The catalyst is O1CCOCC1. The product is [Cl:2][C:3]1[C:23]([CH2:24][N:25]2[CH2:29][CH2:28][CH2:27][CH2:26]2)=[C:22]([Cl:30])[CH:21]=[CH:20][C:4]=1[O:5][C@H:6]1[CH2:9][C@H:8]([CH2:10][NH:11][CH3:12])[CH2:7]1. The yield is 0.670. (3) The reactants are Cl.CN(C)CCCN=C=NCC.[C:13]([OH:21])(=O)[CH2:14][CH2:15][CH2:16][CH2:17][CH2:18][CH3:19].[OH:22][C:23]1[CH:24]=[C:25]([CH:29]=[CH:30][CH:31]=1)[CH2:26][CH2:27][NH2:28].C(N(CC)CC)C. The catalyst is CCOCC.C(Cl)Cl. The product is [OH:22][C:23]1[CH:24]=[C:25]([CH2:26][CH2:27][NH:28][C:13](=[O:21])[CH2:14][CH2:15][CH2:16][CH2:17][CH2:18][CH3:19])[CH:29]=[CH:30][CH:31]=1. The yield is 0.920. (4) The reactants are [CH2:1]([C:8]1[CH:13]=[CH:12][C:11]([OH:14])=[CH:10][CH:9]=1)[C:2]1[CH:7]=[CH:6][CH:5]=[CH:4][CH:3]=1.[C:15]([C:19]([CH2:21][C:22](OCC)=[O:23])=O)([F:18])([F:17])[F:16].CS(O)(=O)=O. No catalyst specified. The product is [CH2:1]([C:8]1[CH:13]=[C:12]2[C:11](=[CH:10][CH:9]=1)[O:14][C:22](=[O:23])[CH:21]=[C:19]2[C:15]([F:18])([F:17])[F:16])[C:2]1[CH:3]=[CH:4][CH:5]=[CH:6][CH:7]=1. The yield is 0.440. (5) The reactants are [Cl:1][C:2]1[C:3](=[O:10])[N:4]([CH3:9])[N:5]=[CH:6][C:7]=1Cl.Cl.[CH:12]1([N:16]2[CH2:22][CH2:21][C:20]3[CH:23]=[C:24]([OH:27])[CH:25]=[CH:26][C:19]=3[CH2:18][CH2:17]2)[CH2:15][CH2:14][CH2:13]1.C(=O)([O-])[O-].[K+].[K+]. The catalyst is CN(C=O)C. The product is [Cl:1][C:2]1[C:3](=[O:10])[N:4]([CH3:9])[N:5]=[CH:6][C:7]=1[O:27][C:24]1[CH:25]=[CH:26][C:19]2[CH2:18][CH2:17][N:16]([CH:12]3[CH2:13][CH2:14][CH2:15]3)[CH2:22][CH2:21][C:20]=2[CH:23]=1. The yield is 0.530.